From a dataset of Full USPTO retrosynthesis dataset with 1.9M reactions from patents (1976-2016). Predict the reactants needed to synthesize the given product. (1) Given the product [ClH:1].[CH:2]1([CH2:5][O:6][C:7]2[C:12]3[CH2:13][O:14][C@:15]4([CH3:27])[C@H:19]([C:11]=3[CH:10]=[CH:9][CH:8]=2)[CH2:18][NH:17][CH2:16]4)[CH2:3][CH2:4]1, predict the reactants needed to synthesize it. The reactants are: [ClH:1].[CH:2]1([CH2:5][O:6][C:7]2[C:12]3[CH2:13][O:14][C@:15]4([CH3:27])[C@H:19]([C:11]=3[CH:10]=[CH:9][CH:8]=2)[CH2:18][N:17](C(OC(C)(C)C)=O)[CH2:16]4)[CH2:4][CH2:3]1. (2) Given the product [O:45]1[CH2:44][CH2:43][CH2:42][CH:41]1[CH2:40][NH:46][C:36]([C:34]1[CH:33]=[CH:32][C:30]2[N:31]=[C:27]([C:23]3[CH:22]=[C:21]([N:15]4[C:14](=[O:39])[C:13]5[C:17](=[CH:18][CH:19]=[C:11]([C:9]([OH:8])=[O:10])[CH:12]=5)[C:16]4=[O:20])[CH:26]=[CH:25][CH:24]=3)[O:28][C:29]=2[CH:35]=1)=[O:37], predict the reactants needed to synthesize it. The reactants are: C([O:8][C:9]([C:11]1[CH:12]=[C:13]2[C:17](=[CH:18][CH:19]=1)[C:16](=[O:20])[N:15]([C:21]1[CH:26]=[CH:25][CH:24]=[C:23]([C:27]3[O:28][C:29]4[CH:35]=[C:34]([C:36](Cl)=[O:37])[CH:33]=[CH:32][C:30]=4[N:31]=3)[CH:22]=1)[C:14]2=[O:39])=[O:10])C1C=CC=CC=1.[CH2:40]([NH2:46])[CH:41]1[O:45][CH2:44][CH2:43][CH2:42]1.N1CCOCC1.[N-]=C=O. (3) Given the product [C:28]([C:23]1[CH:24]=[CH:25][CH:26]=[CH:27][C:22]=1[C:19]1[CH:20]=[CH:21][C:16]([CH2:15][C:12]2[C:13](=[O:14])[N:8]([CH:5]3[CH2:6][CH2:7][CH:2]([O:1][CH2:39][C:40]([O:42][CH2:43][CH3:44])=[O:41])[CH2:3][CH2:4]3)[C:9]3[N:10]([N:33]=[C:34]([CH3:36])[N:35]=3)[C:11]=2[CH2:30][CH2:31][CH3:32])=[CH:17][CH:18]=1)#[N:29], predict the reactants needed to synthesize it. The reactants are: [OH:1][CH:2]1[CH2:7][CH2:6][CH:5]([N:8]2[C:13](=[O:14])[C:12]([CH2:15][C:16]3[CH:21]=[CH:20][C:19]([C:22]4[C:23]([C:28]#[N:29])=[CH:24][CH:25]=[CH:26][CH:27]=4)=[CH:18][CH:17]=3)=[C:11]([CH2:30][CH2:31][CH3:32])[N:10]3[N:33]=[C:34]([CH3:36])[N:35]=[C:9]23)[CH2:4][CH2:3]1.[N+](=[CH:39][C:40]([O:42][CH2:43][CH3:44])=[O:41])=[N-]. (4) Given the product [C:25]([O:18][C:16]1[C:11]2[N:10]=[C:9]([CH3:24])[N:8]([CH2:1][C:2]3[CH:3]=[CH:4][CH:5]=[CH:6][CH:7]=3)[C:12]=2[CH:13]=[C:14]([C:19]([O:21][CH2:22][CH3:23])=[O:20])[CH:15]=1)(=[O:32])[C:26]1[CH:31]=[CH:30][CH:29]=[CH:28][CH:27]=1, predict the reactants needed to synthesize it. The reactants are: [CH2:1]([N:8]1[C:12](/[CH:13]=[C:14](/[C:19]([O:21][CH2:22][CH3:23])=[O:20])\[CH2:15][C:16]([OH:18])=O)=[CH:11][N:10]=[C:9]1[CH3:24])[C:2]1[CH:7]=[CH:6][CH:5]=[CH:4][CH:3]=1.[C:25](O[C:25](=[O:32])[C:26]1[CH:31]=[CH:30][CH:29]=[CH:28][CH:27]=1)(=[O:32])[C:26]1[CH:31]=[CH:30][CH:29]=[CH:28][CH:27]=1.